From a dataset of Peptide-MHC class II binding affinity with 134,281 pairs from IEDB. Regression. Given a peptide amino acid sequence and an MHC pseudo amino acid sequence, predict their binding affinity value. This is MHC class II binding data. (1) The peptide sequence is AMTKGEGGVWTFDSE. The MHC is DRB1_1101 with pseudo-sequence DRB1_1101. The binding affinity (normalized) is 0.655. (2) The peptide sequence is RVNQLIRYSGYRETP. The MHC is DRB1_0401 with pseudo-sequence DRB1_0401. The binding affinity (normalized) is 0.201. (3) The binding affinity (normalized) is 0.649. The MHC is HLA-DQA10501-DQB10201 with pseudo-sequence HLA-DQA10501-DQB10201. The peptide sequence is KDILEDERAAVDTYC. (4) The peptide sequence is RGIVKENIIDLTKIDR. The MHC is HLA-DQA10501-DQB10201 with pseudo-sequence HLA-DQA10501-DQB10201. The binding affinity (normalized) is 0.167. (5) The binding affinity (normalized) is 0.872. The MHC is HLA-DPA10201-DPB10101 with pseudo-sequence HLA-DPA10201-DPB10101. The peptide sequence is EKKYSAATQFEPLAA. (6) The peptide sequence is VFLGSAHGIPKVPPG. The MHC is HLA-DQA10102-DQB10602 with pseudo-sequence HLA-DQA10102-DQB10602. The binding affinity (normalized) is 0.